Dataset: Full USPTO retrosynthesis dataset with 1.9M reactions from patents (1976-2016). Task: Predict the reactants needed to synthesize the given product. (1) Given the product [OH:8][CH:7]([CH:5]([O:6][CH2:14][C:15]1[NH:16][C:17](=[O:41])[C:18]2[S:23][C:22]([N:24]3[CH2:25][CH2:26][CH:27]([O:30][C:31]4[CH:36]=[CH:35][CH:34]=[CH:33][C:32]=4[C:37]([F:38])([F:40])[F:39])[CH2:28][CH2:29]3)=[N:21][C:19]=2[N:20]=1)[C:1]([OH:3])=[O:2])[C:9]([OH:11])=[O:10], predict the reactants needed to synthesize it. The reactants are: [C:1]([CH:5]([CH:7]([C:9]([O:11]C)=[O:10])[OH:8])[OH:6])([O:3]C)=[O:2].Cl[CH2:14][C:15]1[NH:16][C:17](=[O:41])[C:18]2[S:23][C:22]([N:24]3[CH2:29][CH2:28][CH:27]([O:30][C:31]4[CH:36]=[CH:35][CH:34]=[CH:33][C:32]=4[C:37]([F:40])([F:39])[F:38])[CH2:26][CH2:25]3)=[N:21][C:19]=2[N:20]=1.[H-].[Na+].C(O)=O. (2) Given the product [CH2:1]([O:3][PH:4](=[O:8])[O:5][CH2:6][C:42]1[CH:41]=[CH:43][CH:66]=[CH:65][CH:64]=1)[C:57]1[CH:58]=[CH:59][CH:60]=[CH:61][CH:62]=1, predict the reactants needed to synthesize it. The reactants are: [CH2:1]([O:3][P:4](COC1C=CC=C(SC2N(CC3C=CN=CC=3)C(CO)=NC=2C(C)C)C=1)(=[O:8])[O:5][CH2:6]C)C.C(N([CH:41]([CH3:43])[CH3:42])CC)(C)C.[C:57]1(P([C:57]2[CH:62]=[CH:61][CH:60]=[CH:59][CH:58]=2)[C:57]2[CH:62]=[CH:61][CH:60]=[CH:59][CH:58]=2)[CH:62]=[CH:61][CH:60]=[CH:59][CH:58]=1.N1C=C[CH:66]=[CH:65][CH:64]=1.